Predict the reaction yield, written as a fraction of the theoretical maximum amount of product (1.0 means a 100% yield; for example, 0.34 means a 34% yield). From a dataset of Reaction yield outcomes from USPTO patents with 853,638 reactions. (1) The reactants are Br[CH2:2][C:3]1[CH:4]=[C:5]([B:9]2[O:14][CH2:13][C:12]([CH3:16])([CH3:15])[CH2:11][O:10]2)[CH:6]=[CH:7][CH:8]=1.[CH2:17]([NH:19][CH2:20][CH3:21])[CH3:18]. The catalyst is C(OCC)(=O)C. The product is [CH3:15][C:12]1([CH3:16])[CH2:13][O:14][B:9]([C:5]2[CH:4]=[C:3]([CH:8]=[CH:7][CH:6]=2)[CH2:2][N:19]([CH2:20][CH3:21])[CH2:17][CH3:18])[O:10][CH2:11]1. The yield is 0.650. (2) The reactants are [Cl:1][C:2]1[CH:28]=[CH:27][C:5]([O:6][C:7]([N:9]([CH3:26])[CH2:10][CH2:11][C@H:12]2[CH2:17][CH2:16][C@H:15]([CH2:18][CH2:19][CH2:20]OS(C)(=O)=O)[CH2:14][CH2:13]2)=[O:8])=[CH:4][CH:3]=1.[NH:29]1[CH:33]=[CH:32][N:31]=[CH:30]1.[H-].[Na+]. The catalyst is CN(C)C=O. The product is [Cl:1][C:2]1[CH:28]=[CH:27][C:5]([O:6][C:7](=[O:8])[N:9]([CH2:10][CH2:11][C@H:12]2[CH2:17][CH2:16][C@H:15]([CH2:18][CH2:19][CH2:20][N:29]3[CH:33]=[CH:32][N:31]=[CH:30]3)[CH2:14][CH2:13]2)[CH3:26])=[CH:4][CH:3]=1. The yield is 0.550.